Dataset: Catalyst prediction with 721,799 reactions and 888 catalyst types from USPTO. Task: Predict which catalyst facilitates the given reaction. (1) Reactant: Cl[C:2]1[N:7]=[N:6][C:5]([C:8]2[N:16]3[C:11]([CH:12]=[CH:13][CH:14]=[CH:15]3)=[CH:10][C:9]=2[C:17]([O:19][CH2:20]C)=[O:18])=[CH:4][CH:3]=1.[CH3:22][N:23]1[CH2:28][CH2:27][CH:26]([OH:29])[CH2:25][CH2:24]1.CC(C)([O-])C.[K+]. Product: [CH3:22][N:23]1[CH2:28][CH2:27][CH:26]([O:29][C:2]2[N:7]=[N:6][C:5]([C:8]3[N:16]4[C:11]([CH:12]=[CH:13][CH:14]=[CH:15]4)=[CH:10][C:9]=3[C:17]([O:19][CH3:20])=[O:18])=[CH:4][CH:3]=2)[CH2:25][CH2:24]1. The catalyst class is: 1. (2) Reactant: [C:1]([O:5]C(N1C[C@@H](NC)C[C@H]1CO)=O)(C)(C)C.O[C:18]1[CH:27]=[CH:26][C:21]([C:22]([O:24]C)=[O:23])=[CH:20][CH:19]=1.C1C=CC(P(C2C=CC=CC=2)C2C=CC=CC=2)=CC=1.CC(OC(/N=N/C(OC(C)C)=O)=O)C. Product: [C:22]([O:24][O:5][CH3:1])(=[O:23])[C:21]1[CH:26]=[CH:27][CH:18]=[CH:19][CH:20]=1. The catalyst class is: 1.